From a dataset of Catalyst prediction with 721,799 reactions and 888 catalyst types from USPTO. Predict which catalyst facilitates the given reaction. (1) Reactant: COCCN(S(F)(F)[F:11])CCOC.[C:14]([O:18][C:19]([C@H:21]1[CH2:26][CH2:25][C@@H:24]([O:27][CH2:28][CH2:29][CH2:30]O)[CH2:23][CH2:22]1)=[O:20])([CH3:17])([CH3:16])[CH3:15].C(=O)(O)[O-].[Na+]. Product: [C:14]([O:18][C:19]([C@H:21]1[CH2:26][CH2:25][C@@H:24]([O:27][CH2:28][CH2:29][CH2:30][F:11])[CH2:23][CH2:22]1)=[O:20])([CH3:17])([CH3:16])[CH3:15]. The catalyst class is: 4. (2) Reactant: [Br:1][C:2]1[CH:21]=[CH:20][C:5]([NH:6][C:7]2[C:16]3[C:11](=[CH:12][C:13]([OH:19])=[C:14]([O:17][CH3:18])[CH:15]=3)[N:10]=[CH:9][N:8]=2)=[C:4]([F:22])[CH:3]=1.Br[CH2:24][CH2:25][CH2:26][Cl:27].C(=O)([O-])[O-].[K+].[K+]. Product: [Br:1][C:2]1[CH:21]=[CH:20][C:5]([NH:6][C:7]2[C:16]3[C:11](=[CH:12][C:13]([O:19][CH2:24][CH2:25][CH2:26][Cl:27])=[C:14]([O:17][CH3:18])[CH:15]=3)[N:10]=[CH:9][N:8]=2)=[C:4]([F:22])[CH:3]=1. The catalyst class is: 18. (3) Product: [OH:40][C@@H:27]([C@@H:16]1[CH2:15][C:14]2[CH:41]=[C:10]([CH:11]=[CH:12][CH:13]=2)[O:9][CH2:8][CH2:7][CH2:6][CH2:5][NH:4][C:23]2[CH:24]=[C:19]([CH:20]=[C:21]([CH3:25])[N:22]=2)[C:18](=[O:26])[NH:17]1)[CH2:28][NH:29][CH2:30][C:31]1[CH:36]=[C:35]([CH:37]([CH3:39])[CH3:38])[CH:34]=[CH:33][N:32]=1. The catalyst class is: 88. Reactant: C([N:4]1[C:23]2[CH:24]=[C:19]([CH:20]=[C:21]([CH3:25])[N:22]=2)[C:18](=[O:26])[NH:17][C@H:16]([C@H:27]([OH:40])[CH2:28][NH:29][CH2:30][C:31]2[CH:36]=[C:35]([CH:37]([CH3:39])[CH3:38])[CH:34]=[CH:33][N:32]=2)[CH2:15][C:14]2[CH:41]=[C:10]([CH:11]=[CH:12][CH:13]=2)[O:9][CH2:8][CH2:7][CH2:6][CH2:5]1)(=O)C.[OH-].[Na+]. (4) Reactant: [CH2:1]1[NH:18][CH2:17][CH2:16][O:15][CH2:14][CH2:13][O:12][CH2:11][CH2:10][O:9][CH2:8][CH2:7][O:6][CH2:5][CH2:4][O:3][CH2:2]1.[C:19]([O:27][CH2:28][CH2:29]Cl)(=[O:26])[C:20]1[CH:25]=[CH:24][CH:23]=[CH:22][CH:21]=1.C(=O)([O-])[O-].[K+].[K+]. Product: [C:19]([O:27][CH2:28][CH2:29][N:18]1[CH2:1][CH2:2][O:3][CH2:4][CH2:5][O:6][CH2:7][CH2:8][O:9][CH2:10][CH2:11][O:12][CH2:13][CH2:14][O:15][CH2:16][CH2:17]1)(=[O:26])[C:20]1[CH:25]=[CH:24][CH:23]=[CH:22][CH:21]=1. The catalyst class is: 9. (5) Reactant: [CH3:1][N:2]1[C:6]2[C:7]3[CH:8]=[CH:9][CH:10]=[CH:11][C:12]=3[O:13][CH2:14][C:5]=2[C:4]([C:15]([OH:17])=O)=[N:3]1.C(Cl)(=O)C(Cl)=O.N1C=CC=CC=1.[Cl:30][C:31]1[CH:36]=[CH:35][N:34]=[C:33]([NH2:37])[CH:32]=1. Product: [Cl:30][C:31]1[CH:36]=[CH:35][N:34]=[C:33]([NH:37][C:15]([C:4]2[C:5]3[CH2:14][O:13][C:12]4[CH:11]=[CH:10][CH:9]=[CH:8][C:7]=4[C:6]=3[N:2]([CH3:1])[N:3]=2)=[O:17])[CH:32]=1. The catalyst class is: 4.